From a dataset of Reaction yield outcomes from USPTO patents with 853,638 reactions. Predict the reaction yield, written as a fraction of the theoretical maximum amount of product (1.0 means a 100% yield; for example, 0.34 means a 34% yield). The reactants are Br[C:2]1[CH:7]=[CH:6][C:5]([O:8][CH3:9])=[C:4]([CH:10]([CH3:12])[CH3:11])[C:3]=1[CH3:13].[Li]CCCC.[CH3:19][O:20][C:21]1[CH:28]=[CH:27][C:24]([CH:25]=[O:26])=[C:23]([CH3:29])[CH:22]=1. The catalyst is C1COCC1. The product is [CH3:9][O:8][C:5]1[CH:6]=[CH:7][C:2]([CH:25]([C:24]2[CH:27]=[CH:28][C:21]([O:20][CH3:19])=[CH:22][C:23]=2[CH3:29])[OH:26])=[C:3]([CH3:13])[C:4]=1[CH:10]([CH3:12])[CH3:11]. The yield is 1.00.